This data is from Catalyst prediction with 721,799 reactions and 888 catalyst types from USPTO. The task is: Predict which catalyst facilitates the given reaction. (1) Reactant: [CH3:1][O:2][C:3]1[CH:4]=[N:5][C:6]([N:11]2[C:20](=[O:21])[C:19]3[C:14](=[CH:15][C:16]([C:22](O)=[O:23])=[CH:17][CH:18]=3)[NH:13][C:12]2=[S:25])=[N:7][C:8]=1[O:9][CH3:10].[N:26]1[CH:31]=[CH:30][C:29]([CH2:32][NH2:33])=[CH:28][CH:27]=1.CCN(C(C)C)C(C)C.CN(C(ON1N=NC2C=CC=NC1=2)=[N+](C)C)C.F[P-](F)(F)(F)(F)F. Product: [CH3:10][O:9][C:8]1[C:3]([O:2][CH3:1])=[CH:4][N:5]=[C:6]([N:11]2[C:20](=[O:21])[C:19]3[C:14](=[CH:15][C:16]([C:22]([NH:33][CH2:32][C:29]4[CH:30]=[CH:31][N:26]=[CH:27][CH:28]=4)=[O:23])=[CH:17][CH:18]=3)[NH:13][C:12]2=[S:25])[N:7]=1. The catalyst class is: 39. (2) Reactant: [CH3:1][N:2]([CH3:31])[C:3]1([C:24]2[CH:29]=[CH:28][CH:27]=[C:26]([F:30])[CH:25]=2)[CH2:8][CH2:7][CH:6]([CH2:9][C:10]([NH:12][CH2:13][CH2:14][C:15]2[C:23]3[C:18](=[CH:19][CH:20]=[CH:21][CH:22]=3)[NH:17][CH:16]=2)=[O:11])[CH2:5][CH2:4]1.[Cl:32][Si](C)(C)C.CCOCC. Product: [ClH:32].[CH3:31][N:2]([CH3:1])[C:3]1([C:24]2[CH:29]=[CH:28][CH:27]=[C:26]([F:30])[CH:25]=2)[CH2:8][CH2:7][CH:6]([CH2:9][C:10]([NH:12][CH2:13][CH2:14][C:15]2[C:23]3[C:18](=[CH:19][CH:20]=[CH:21][CH:22]=3)[NH:17][CH:16]=2)=[O:11])[CH2:5][CH2:4]1. The catalyst class is: 573.